From a dataset of Full USPTO retrosynthesis dataset with 1.9M reactions from patents (1976-2016). Predict the reactants needed to synthesize the given product. (1) Given the product [CH2:1]([O:3][C:4](=[O:26])[CH2:5][C:6]1[CH:7]=[C:8]([C:12]2[CH:17]=[CH:16][C:15]([C:18]([F:19])([F:20])[F:21])=[CH:14][C:13]=2[CH2:22][N:23]([C:30]([CH:27]2[CH2:29][CH2:28]2)=[O:31])[CH2:24][CH3:25])[CH:9]=[CH:10][CH:11]=1)[CH3:2], predict the reactants needed to synthesize it. The reactants are: [CH2:1]([O:3][C:4](=[O:26])[CH2:5][C:6]1[CH:7]=[C:8]([C:12]2[CH:17]=[CH:16][C:15]([C:18]([F:21])([F:20])[F:19])=[CH:14][C:13]=2[CH2:22][NH:23][CH2:24][CH3:25])[CH:9]=[CH:10][CH:11]=1)[CH3:2].[CH:27]1([C:30](Cl)=[O:31])[CH2:29][CH2:28]1. (2) Given the product [F:59][C:60]1([CH3:64])[CH2:63][N:62]([C:23]([C:20]2[CH:21]=[C:22]3[C:17](=[CH:18][CH:19]=2)[CH:16]=[N:15][CH:14]=[C:13]3[C:10]2[CH:11]=[CH:12][C:7]([C:5]3[CH:4]=[N:3][N:2]([CH3:1])[CH:6]=3)=[CH:8][CH:9]=2)=[O:24])[CH2:61]1, predict the reactants needed to synthesize it. The reactants are: [CH3:1][N:2]1[CH:6]=[C:5]([C:7]2[CH:12]=[CH:11][C:10]([C:13]3[C:22]4[C:17](=[CH:18][CH:19]=[C:20]([C:23](O)=[O:24])[CH:21]=4)[CH:16]=[N:15][CH:14]=3)=[CH:9][CH:8]=2)[CH:4]=[N:3]1.CN(C(ON1N=NC2C=CC=NC1=2)=[N+](C)C)C.F[P-](F)(F)(F)(F)F.CCN(C(C)C)C(C)C.[F:59][C:60]1([CH3:64])[CH2:63][NH:62][CH2:61]1.[OH-].[Na+]. (3) Given the product [NH2:18][C@@:17]([C:26]1[S:27][C:28]([C:31]2[CH:36]=[CH:35][C:34]([O:37][CH2:38][CH2:39][CH2:40][CH2:41][CH2:42][CH2:43][CH2:44][CH3:45])=[C:33]([C:46]([F:47])([F:49])[F:48])[CH:32]=2)=[N:29][N:30]=1)([CH3:50])[CH2:16][OH:15], predict the reactants needed to synthesize it. The reactants are: O.C1(C)C=CC(S(O)(=O)=O)=CC=1.CC1(C)[N:18](C(OC(C)(C)C)=O)[C@@:17]([CH3:50])([C:26]2[S:27][C:28]([C:31]3[CH:36]=[CH:35][C:34]([O:37][CH2:38][CH2:39][CH2:40][CH2:41][CH2:42][CH2:43][CH2:44][CH3:45])=[C:33]([C:46]([F:49])([F:48])[F:47])[CH:32]=3)=[N:29][N:30]=2)[CH2:16][O:15]1. (4) Given the product [NH2:24][C:19]1[CH:20]=[CH:21][CH:22]=[CH:23][C:18]=1[NH:17][C:15](=[O:16])[CH2:14]/[CH:13]=[CH:12]/[CH2:11][CH2:10][NH:9][C:1](=[O:8])[C:2]1[CH:3]=[CH:4][CH:5]=[CH:6][CH:7]=1, predict the reactants needed to synthesize it. The reactants are: [C:1]([NH:9][CH2:10][CH2:11]/[CH:12]=[CH:13]/[CH2:14][C:15]([NH:17][C:18]1[CH:23]=[CH:22][CH:21]=[CH:20][C:19]=1[NH:24]C(=O)OC(C)(C)C)=[O:16])(=[O:8])[C:2]1[CH:7]=[CH:6][CH:5]=[CH:4][CH:3]=1.Cl.C([O-])([O-])=O.[K+].[K+].